Dataset: Full USPTO retrosynthesis dataset with 1.9M reactions from patents (1976-2016). Task: Predict the reactants needed to synthesize the given product. (1) The reactants are: C[O:2][CH:3](OC)/[C:4](/[CH3:17])=[CH:5]/[CH2:6][O:7][CH2:8][C:9]1[CH:14]=[CH:13][C:12]([O:15][CH3:16])=[CH:11][CH:10]=1.Cl.C(=O)([O-])O.[Na+]. Given the product [CH3:16][O:15][C:12]1[CH:11]=[CH:10][C:9]([CH2:8][O:7][CH2:6]/[CH:5]=[C:4](\[CH3:17])/[CH:3]=[O:2])=[CH:14][CH:13]=1, predict the reactants needed to synthesize it. (2) Given the product [ClH:38].[CH2:40]([C:23]1[CH:24]=[C:25]([C:36]2[NH:56][CH:55]=[N:57][CH:37]=2)[C:26]([OH:28])=[CH:27][C:22]=1[O:21][CH2:20][CH2:19][CH2:18][O:17][C:13]1[C:12]([CH2:42][CH2:43][CH3:44])=[C:11]([CH:16]=[CH:15][CH:14]=1)[O:10][C:5]1[CH:6]=[CH:7][CH:8]=[CH:9][C:4]=1[C:3]([OH:2])=[O:45])[CH3:41], predict the reactants needed to synthesize it. The reactants are: C[O:2][C:3](=[O:45])[C:4]1[CH:9]=[CH:8][CH:7]=[CH:6][C:5]=1[O:10][C:11]1[CH:16]=[CH:15][CH:14]=[C:13]([O:17][CH2:18][CH2:19][CH2:20][O:21][C:22]2[CH:27]=[C:26]([O:28]CC3C=CC=CC=3)[C:25]([C:36](=O)[CH2:37][Cl:38])=[CH:24][C:23]=2[CH2:40][CH3:41])[C:12]=1[CH2:42][CH2:43][CH3:44].Cl.C(S[C:55](=[NH:57])[NH2:56])C1C=CC=CC=1.[I-].[Na+].C(=O)([O-])[O-].[K+].[K+]. (3) Given the product [Br:1][C:2]1[N:7]=[C:6]([C@@:8]([NH:19][S@@:20]([C:22]([CH3:24])([CH3:23])[CH3:25])=[O:21])([CH2:9][CH:10]=[O:11])[CH2:17][F:18])[C:5]([F:26])=[CH:4][CH:3]=1, predict the reactants needed to synthesize it. The reactants are: [Br:1][C:2]1[N:7]=[C:6]([C@:8]([NH:19][S@@:20]([C:22]([CH3:25])([CH3:24])[CH3:23])=[O:21])([CH2:17][F:18])[CH2:9][C:10](OC(C)(C)C)=[O:11])[C:5]([F:26])=[CH:4][CH:3]=1.CC(C[AlH]CC(C)C)C. (4) Given the product [Br:1][C:2]1[C:3]([NH:17][NH2:18])=[N:4][CH:5]=[CH:6][C:7]=1[C:8]1[CH:15]=[CH:14][C:11]([C:12]#[N:13])=[CH:10][CH:9]=1, predict the reactants needed to synthesize it. The reactants are: [Br:1][C:2]1[C:3](Cl)=[N:4][CH:5]=[CH:6][C:7]=1[C:8]1[CH:15]=[CH:14][C:11]([C:12]#[N:13])=[CH:10][CH:9]=1.[NH2:17][NH2:18]. (5) Given the product [C:1]([O:4][CH:5]1[CH2:10][CH2:9][CH:8]([C:11](=[O:15])[CH2:12][Br:16])[CH2:7][CH2:6]1)(=[O:3])[CH3:2], predict the reactants needed to synthesize it. The reactants are: [C:1]([O:4][CH:5]1[CH2:10][CH2:9][CH:8]([C:11](=[O:15])[CH:12]=[N+]=[N-])[CH2:7][CH2:6]1)(=[O:3])[CH3:2].[BrH:16]. (6) Given the product [ClH:11].[Cl:13][CH2:10][C:4]1[O:3][C:2]([CH3:1])=[N:6][C:5]=1[CH3:7], predict the reactants needed to synthesize it. The reactants are: [CH3:1][C:2]1[O:3][C:4](CO)=[C:5]([CH3:7])[N:6]=1.[CH:10]([Cl:13])(Cl)[Cl:11]. (7) Given the product [Cl:1][CH2:2][CH2:3][CH2:4][CH:5]([C:9]1[CH:14]=[CH:13][CH:12]=[CH:11][C:10]=1[C:15]([F:18])([F:17])[F:16])[C:6]([Cl:27])=[O:7], predict the reactants needed to synthesize it. The reactants are: [Cl:1][CH2:2][CH2:3][CH2:4][CH:5]([C:9]1[CH:14]=[CH:13][CH:12]=[CH:11][C:10]=1[C:15]([F:18])([F:17])[F:16])[C:6](O)=[O:7].CN(C)C=O.C(Cl)(=O)C([Cl:27])=O. (8) Given the product [I:28][C:25]1[CH:26]=[CH:27][C:22]([NH:20][CH2:19][C:5]2[CH:6]=[CH:7][C:8]([O:9][CH2:10][C:11]3[CH:12]=[N:13][C:14]([O:17][CH3:18])=[CH:15][CH:16]=3)=[C:3]([O:2][CH3:1])[CH:4]=2)=[C:23]([N+:29]([O-:31])=[O:30])[CH:24]=1, predict the reactants needed to synthesize it. The reactants are: [CH3:1][O:2][C:3]1[CH:4]=[C:5]([CH2:19][NH2:20])[CH:6]=[CH:7][C:8]=1[O:9][CH2:10][C:11]1[CH:12]=[N:13][C:14]([O:17][CH3:18])=[CH:15][CH:16]=1.F[C:22]1[CH:27]=[CH:26][C:25]([I:28])=[CH:24][C:23]=1[N+:29]([O-:31])=[O:30].C(N(C(C)C)CC)(C)C.O. (9) The reactants are: Br[C:2]1[CH:7]=[CH:6][C:5]([C:8]2[N:14]([CH2:15][CH:16]3[CH2:19][N:18]([C:20]([CH:22]4[CH2:24][CH2:23]4)=[O:21])[CH2:17]3)[C:13](=[O:25])[C:10]3([CH2:12][CH2:11]3)[N:9]=2)=[CH:4][CH:3]=1.[O:26]1[C:30]2[CH:31]=[CH:32][C:33](B3OC(C)(C)C(C)(C)O3)=[CH:34][C:29]=2[CH:28]=[CH:27]1.C([O-])([O-])=O.[Na+].[Na+]. Given the product [O:26]1[C:30]2[CH:31]=[CH:32][C:33]([C:2]3[CH:7]=[CH:6][C:5]([C:8]4[N:14]([CH2:15][CH:16]5[CH2:19][N:18]([C:20]([CH:22]6[CH2:24][CH2:23]6)=[O:21])[CH2:17]5)[C:13](=[O:25])[C:10]5([CH2:11][CH2:12]5)[N:9]=4)=[CH:4][CH:3]=3)=[CH:34][C:29]=2[CH:28]=[CH:27]1, predict the reactants needed to synthesize it.